From a dataset of Forward reaction prediction with 1.9M reactions from USPTO patents (1976-2016). Predict the product of the given reaction. (1) Given the reactants [CH3:1][N:2]1[CH2:7][CH2:6][N:5]([CH2:8][CH2:9][CH2:10][NH:11][C:12]([NH2:14])=[NH:13])[CH2:4][CH2:3]1.C(NC1N=[C:23]([C:25]2[C:26]([CH:34]([CH3:36])[CH3:35])=[N:27][N:28]3[CH:33]=[CH:32][CH:31]=[CH:30][C:29]=23)[CH:22]=[CH:21]N=1)(C)C, predict the reaction product. The product is: [CH:34]([C:26]1[C:25]([C:23]2[CH:22]=[CH:21][N:14]=[C:12]([NH:11][CH2:10][CH2:9][CH2:8][N:5]3[CH2:4][CH2:3][N:2]([CH3:1])[CH2:7][CH2:6]3)[N:13]=2)=[C:29]2[CH:30]=[CH:31][CH:32]=[CH:33][N:28]2[N:27]=1)([CH3:36])[CH3:35]. (2) Given the reactants [F:1][C:2]1[CH:7]=[CH:6][C:5]([C:8]2[C:9]([CH3:14])=[N:10][NH:11][C:12]=2[NH2:13])=[CH:4][CH:3]=1.[O:15]1[CH2:20][CH2:19][O:18][C:17]2[CH:21]=[C:22]([C:25](=O)[CH2:26][C:27](OCC)=[O:28])[CH:23]=[CH:24][C:16]1=2, predict the reaction product. The product is: [O:15]1[CH2:20][CH2:19][O:18][C:17]2[CH:21]=[C:22]([C:25]3[NH:13][C:12]4[N:11]([N:10]=[C:9]([CH3:14])[C:8]=4[C:5]4[CH:4]=[CH:3][C:2]([F:1])=[CH:7][CH:6]=4)[C:27](=[O:28])[CH:26]=3)[CH:23]=[CH:24][C:16]1=2. (3) Given the reactants [F:1][C:2]1[CH:7]=[C:6]([F:8])[C:5]([C:9]2[C:18]3[C:13](=[CH:14][C:15]([N:19]4[CH2:24][CH2:23][O:22][CH2:21][CH2:20]4)=[CH:16][CH:17]=3)[N:12]=[CH:11][N:10]=2)=[CH:4][C:3]=1[CH2:25][C:26]#[N:27].Cl[C:29]1[C:34]([O:35][CH3:36])=[N:33][CH:32]=[CH:31][N:30]=1.CC(C)([O-])C.[K+].[NH4+].[Cl-], predict the reaction product. The product is: [F:1][C:2]1[CH:7]=[C:6]([F:8])[C:5]([C:9]2[C:18]3[C:13](=[CH:14][C:15]([N:19]4[CH2:20][CH2:21][O:22][CH2:23][CH2:24]4)=[CH:16][CH:17]=3)[N:12]=[CH:11][N:10]=2)=[CH:4][C:3]=1[CH:25]([C:29]1[C:34]([O:35][CH3:36])=[N:33][CH:32]=[CH:31][N:30]=1)[C:26]#[N:27]. (4) Given the reactants Cl.[OH:2][NH3+:3].[F:4][C:5]1[CH:10]=[CH:9][C:8]([N:11]2[C:14](=[O:15])[CH:13]([CH2:16][CH2:17][CH:18]([C:20]3[CH:25]=[CH:24][C:23]([F:26])=[CH:22][CH:21]=3)[OH:19])[CH:12]2C2C=CC=CC=2C#N)=[CH:7][CH:6]=1.C([N:37]([CH2:40][CH3:41])CC)C, predict the reaction product. The product is: [F:4][C:5]1[CH:10]=[CH:9][C:8]([N:11]2[C:14](=[O:15])[CH:13]([CH2:16][CH2:17][CH:18]([C:20]3[CH:21]=[CH:22][C:23]([F:26])=[CH:24][CH:25]=3)[OH:19])[CH:12]2[C:5]2[CH:10]=[CH:9][C:41]([C:40]([NH:3][OH:2])=[NH:37])=[CH:7][CH:6]=2)=[CH:7][CH:6]=1. (5) Given the reactants Br[C:2]1(Br)[C:10]2[C:5](=[N:6][CH:7]=[CH:8][CH:9]=2)[NH:4][C:3]1=[O:11].C[OH:14], predict the reaction product. The product is: [NH:4]1[C:5]2=[N:6][CH:7]=[CH:8][CH:9]=[C:10]2[C:2](=[O:14])[C:3]1=[O:11]. (6) The product is: [Br:13][C:10]1[CH:9]=[CH:8][C:7]([N:6]2[C:4](=[O:5])[C:3]3[C:2](=[CH:17][CH:16]=[C:15]([O:18][CH3:19])[CH:14]=3)[N:1]=[C:28]2[C:27]2[CH:30]=[C:31]([CH3:32])[C:24]([O:23][CH2:22][CH2:21][OH:20])=[C:25]([CH3:33])[CH:26]=2)=[CH:12][CH:11]=1. Given the reactants [NH2:1][C:2]1[CH:17]=[CH:16][C:15]([O:18][CH3:19])=[CH:14][C:3]=1[C:4]([NH:6][C:7]1[CH:12]=[CH:11][C:10]([Br:13])=[CH:9][CH:8]=1)=[O:5].[OH:20][CH2:21][CH2:22][O:23][C:24]1[C:31]([CH3:32])=[CH:30][C:27]([CH:28]=O)=[CH:26][C:25]=1[CH3:33], predict the reaction product. (7) Given the reactants [O:1]=[C:2]1[N:8]([CH:9]2[CH2:14][CH2:13][N:12]([C:15]3[CH:16]=[C:17]([CH:23]=[CH:24][CH:25]=3)[C:18]([O:20]CC)=[O:19])[CH2:11][CH2:10]2)[CH2:7][CH2:6][C:5]2[CH:26]=[CH:27][CH:28]=[CH:29][C:4]=2[NH:3]1.[OH-].[Na+].Cl, predict the reaction product. The product is: [O:1]=[C:2]1[N:8]([CH:9]2[CH2:10][CH2:11][N:12]([C:15]3[CH:16]=[C:17]([CH:23]=[CH:24][CH:25]=3)[C:18]([OH:20])=[O:19])[CH2:13][CH2:14]2)[CH2:7][CH2:6][C:5]2[CH:26]=[CH:27][CH:28]=[CH:29][C:4]=2[NH:3]1. (8) Given the reactants [Br:1][C:2]1[CH:8]=[CH:7][C:5]([NH2:6])=[CH:4][CH:3]=1.[C:9]([O:13][C:14](=[O:19])[NH:15][CH2:16][CH:17]=O)([CH3:12])([CH3:11])[CH3:10].C(O)(=O)C.C([BH3-])#N.[Na+], predict the reaction product. The product is: [C:9]([O:13][C:14](=[O:19])[NH:15][CH2:16][CH2:17][NH:6][C:5]1[CH:7]=[CH:8][C:2]([Br:1])=[CH:3][CH:4]=1)([CH3:12])([CH3:11])[CH3:10]. (9) Given the reactants [CH:1]([CH2:3][C@H:4]1[CH2:9][CH2:8][C@H:7]([CH2:10][O:11][C:12]2[CH:17]=[CH:16][CH:15]=[C:14]([F:18])[C:13]=2[F:19])[CH2:6][CH2:5]1)=O.[Cl-].[CH3:21][O:22]C[P+](C1C=CC=CC=1)(C1C=CC=CC=1)C1C=CC=CC=1.CC(C)([O-])C.[K+].O, predict the reaction product. The product is: [CH:21]([CH2:1][CH2:3][C@H:4]1[CH2:9][CH2:8][C@H:7]([CH2:10][O:11][C:12]2[CH:17]=[CH:16][CH:15]=[C:14]([F:18])[C:13]=2[F:19])[CH2:6][CH2:5]1)=[O:22]. (10) Given the reactants O[CH2:2][C:3]1[CH:8]=[CH:7][C:6]([CH2:9][CH2:10][N:11]2[CH:16]=[CH:15][C:14]([O:17][CH2:18][C:19]3[S:20][CH:21]=[CH:22][CH:23]=3)=[CH:13][C:12]2=[O:24])=[CH:5][CH:4]=1.P(Br)(Br)[Br:26], predict the reaction product. The product is: [Br:26][CH2:2][C:3]1[CH:8]=[CH:7][C:6]([CH2:9][CH2:10][N:11]2[CH:16]=[CH:15][C:14]([O:17][CH2:18][C:19]3[S:20][CH:21]=[CH:22][CH:23]=3)=[CH:13][C:12]2=[O:24])=[CH:5][CH:4]=1.